From a dataset of Reaction yield outcomes from USPTO patents with 853,638 reactions. Predict the reaction yield, written as a fraction of the theoretical maximum amount of product (1.0 means a 100% yield; for example, 0.34 means a 34% yield). The reactants are [Cl:1][C:2]1[C:7]([N+:8]([O-:10])=[O:9])=[C:6](Cl)[N:5]=[C:4]([N:12]2[CH2:17][CH2:16][O:15][CH2:14][CH2:13]2)[CH:3]=1.[CH3:18][O-:19].[Na+]. The catalyst is CO. The product is [Cl:1][C:2]1[C:7]([N+:8]([O-:10])=[O:9])=[C:6]([O:19][CH3:18])[N:5]=[C:4]([N:12]2[CH2:17][CH2:16][O:15][CH2:14][CH2:13]2)[CH:3]=1. The yield is 0.450.